Dataset: Full USPTO retrosynthesis dataset with 1.9M reactions from patents (1976-2016). Task: Predict the reactants needed to synthesize the given product. (1) Given the product [P:23]([OH:43])([O:25][CH2:26][CH3:27])([O:22][C:19]1[CH:18]=[CH:17][C:16]([C:8]2[C:9]3[C:14](=[C:13]([F:15])[CH:12]=[CH:11][CH:10]=3)[N:6]([CH:1]3[CH2:5][CH2:4][CH2:3][CH2:2]3)[N:7]=2)=[CH:21][CH:20]=1)=[O:24], predict the reactants needed to synthesize it. The reactants are: [CH:1]1([N:6]2[C:14]3[C:9](=[CH:10][CH:11]=[CH:12][C:13]=3[F:15])[C:8]([C:16]3[CH:21]=[CH:20][C:19]([OH:22])=[CH:18][CH:17]=3)=[N:7]2)[CH2:5][CH2:4][CH2:3][CH2:2]1.[P:23](Cl)(Cl)([O:25][CH2:26][CH3:27])=[O:24].C[Si](C)(C)[N-][Si](C)(C)C.[Li+].C1C[O:43]CC1. (2) Given the product [CH:8]1([N:11]2[C:20]3[C:15](=[CH:16][C:17]([F:30])=[C:18]([CH2:21][C:22]4[S:23][CH:24]=[C:25]([CH:27]([CH3:29])[CH3:28])[N:26]=4)[CH:19]=3)[C:14](=[O:31])[C:13]([C:32]([OH:34])=[O:33])=[C:12]2[N:37]2[CH2:42][CH2:41][O:40][CH2:39][CH2:38]2)[CH2:9][CH2:10]1, predict the reactants needed to synthesize it. The reactants are: [Cl-].[Al+3].[Cl-].[Cl-].CSC.[CH:8]1([N:11]2[C:20]3[C:15](=[CH:16][C:17]([F:30])=[C:18]([CH2:21][C:22]4[S:23][CH:24]=[C:25]([CH:27]([CH3:29])[CH3:28])[N:26]=4)[CH:19]=3)[C:14](=[O:31])[C:13]([C:32]([O:34]CC)=[O:33])=[C:12]2[N:37]2[CH2:42][CH2:41][O:40][CH2:39][CH2:38]2)[CH2:10][CH2:9]1. (3) Given the product [OH:20][C:21]1[C:22](=[O:40])[NH:23][CH:24]=[C:25]([S:27][CH2:28][C:29]2[CH:30]=[N:31][C:32]([O:35][CH3:36])=[CH:33][CH:34]=2)[CH:26]=1, predict the reactants needed to synthesize it. The reactants are: C(SC1C=C(O)C(=O)NC=1)C1C=CC=CC=1.COC[O:20][C:21]1[C:22](=[O:40])[N:23](COC)[CH:24]=[C:25]([S:27][CH2:28][C:29]2[CH:30]=[N:31][C:32]([O:35][CH3:36])=[CH:33][CH:34]=2)[CH:26]=1. (4) Given the product [CH2:1]([N:8]1[C:16]2[C:11](=[CH:12][CH:13]=[C:14]([Cl:17])[CH:15]=2)[C:10]([O:18][C:19]2[CH:24]=[CH:23][CH:22]=[C:21]([CH2:25][C:26]3[N:29]=[N:30][NH:31][N:27]=3)[CH:20]=2)=[C:9]1[CH3:28])[C:2]1[CH:7]=[CH:6][CH:5]=[CH:4][CH:3]=1, predict the reactants needed to synthesize it. The reactants are: [CH2:1]([N:8]1[C:16]2[C:11](=[CH:12][CH:13]=[C:14]([Cl:17])[CH:15]=2)[C:10]([O:18][C:19]2[CH:20]=[C:21]([CH2:25][C:26]#[N:27])[CH:22]=[CH:23][CH:24]=2)=[C:9]1[CH3:28])[C:2]1[CH:7]=[CH:6][CH:5]=[CH:4][CH:3]=1.[N:29]([Si](C)(C)C)=[N+:30]=[N-:31].C([Sn](=O)CCCC)CCC. (5) Given the product [CH3:30][C:20]1[N:19]=[C:18]([C:16]([N:10]2[C@H:9]([CH2:8][CH2:7][OH:6])[CH2:15][C@@H:14]3[C@@H:12]([CH2:13]3)[CH2:11]2)=[O:17])[C:23]([C:24]2[N:29]=[CH:28][CH:27]=[CH:26][N:25]=2)=[CH:22][CH:21]=1, predict the reactants needed to synthesize it. The reactants are: CC([Si](C1C=CC=CC=1)(C1C=CC=CC=1)[O:6][CH2:7][CH2:8][C@@H:9]1[CH2:15][C@@H:14]2[C@@H:12]([CH2:13]2)[CH2:11][N:10]1[C:16]([C:18]1[C:23]([C:24]2[N:29]=[CH:28][CH:27]=[CH:26][N:25]=2)=[CH:22][CH:21]=[C:20]([CH3:30])[N:19]=1)=[O:17])(C)C.CCCC[N+](CCCC)(CCCC)CCCC.[F-]. (6) Given the product [As:1]([C:3]1[CH:8]=[CH:7][C:6]([NH:9][C:10]([CH2:12][S:13][CH2:14][CH2:15][C:16]([NH:18][C@H:19]([C:25]([OH:27])=[O:26])[CH2:20][S:36](=[O:38])([OH:39])=[O:37])=[O:17])=[O:11])=[CH:5][CH:4]=1)=[O:2], predict the reactants needed to synthesize it. The reactants are: [As:1]([C:3]1[CH:8]=[CH:7][C:6]([NH:9][C:10]([CH2:12][S:13][CH2:14][CH2:15][C:16]([NH:18][C@H:19]([C:25]([OH:27])=[O:26])[CH2:20]CC(O)=O)=[O:17])=[O:11])=[CH:5][CH:4]=1)=[O:2].SCCC(N[C@H](C([O-])=O)C[S:36](=[O:39])([OH:38])=[O:37])=O.[Na+].[Na+].SCCC(N[C@H](C([O-])=O)C[S:36](=[O:39])([OH:38])=[O:37])=O.C(=O)(O)[O-].C1(P(C2C=CC=CC=2)C2C=CC=CC=2)C=CC=CC=1.